This data is from NCI-60 drug combinations with 297,098 pairs across 59 cell lines. The task is: Regression. Given two drug SMILES strings and cell line genomic features, predict the synergy score measuring deviation from expected non-interaction effect. (1) Cell line: RXF 393. Drug 1: CCC1(CC2CC(C3=C(CCN(C2)C1)C4=CC=CC=C4N3)(C5=C(C=C6C(=C5)C78CCN9C7C(C=CC9)(C(C(C8N6C=O)(C(=O)OC)O)OC(=O)C)CC)OC)C(=O)OC)O.OS(=O)(=O)O. Drug 2: C1C(C(OC1N2C=NC3=C(N=C(N=C32)Cl)N)CO)O. Synergy scores: CSS=9.76, Synergy_ZIP=-5.02, Synergy_Bliss=-2.76, Synergy_Loewe=-7.77, Synergy_HSA=-1.27. (2) Drug 1: CC(CN1CC(=O)NC(=O)C1)N2CC(=O)NC(=O)C2. Drug 2: CC1=CC2C(CCC3(C2CCC3(C(=O)C)OC(=O)C)C)C4(C1=CC(=O)CC4)C. Cell line: MDA-MB-231. Synergy scores: CSS=11.6, Synergy_ZIP=3.00, Synergy_Bliss=7.30, Synergy_Loewe=-9.10, Synergy_HSA=-2.67. (3) Drug 1: C1=CC(=CC=C1CCC2=CNC3=C2C(=O)NC(=N3)N)C(=O)NC(CCC(=O)O)C(=O)O. Drug 2: CC1=C(C=C(C=C1)C(=O)NC2=CC(=CC(=C2)C(F)(F)F)N3C=C(N=C3)C)NC4=NC=CC(=N4)C5=CN=CC=C5. Cell line: LOX IMVI. Synergy scores: CSS=43.9, Synergy_ZIP=3.72, Synergy_Bliss=-1.81, Synergy_Loewe=-20.0, Synergy_HSA=-1.37. (4) Drug 1: CCCS(=O)(=O)NC1=C(C(=C(C=C1)F)C(=O)C2=CNC3=C2C=C(C=N3)C4=CC=C(C=C4)Cl)F. Drug 2: C1C(C(OC1N2C=NC(=NC2=O)N)CO)O. Cell line: MALME-3M. Synergy scores: CSS=49.1, Synergy_ZIP=0.920, Synergy_Bliss=0.215, Synergy_Loewe=-10.7, Synergy_HSA=0.896.